Dataset: Forward reaction prediction with 1.9M reactions from USPTO patents (1976-2016). Task: Predict the product of the given reaction. (1) The product is: [F:52][C:51]([F:54])([F:53])[C:49]([OH:55])=[O:50].[CH2:1]([O:4][C:5](=[O:48])[C@@H:6]([NH:25][C:26](=[O:47])[C:27]1[C:28]([Cl:46])=[CH:29][C:30]([O:34][CH2:35][CH2:36][CH2:37][NH2:38])=[CH:31][C:32]=1[Cl:33])[CH2:7][C:8]1[CH:9]=[CH:10][C:11]([C:14]2[C:15](=[O:24])[N:16]([CH3:23])[C:17](=[O:22])[N:18]([CH3:21])[C:19]=2[CH3:20])=[CH:12][CH:13]=1)[CH2:2][CH3:3]. Given the reactants [CH2:1]([O:4][C:5](=[O:48])[C@@H:6]([NH:25][C:26](=[O:47])[C:27]1[C:32]([Cl:33])=[CH:31][C:30]([O:34][CH2:35][CH2:36][CH2:37][NH:38]C(OC(C)(C)C)=O)=[CH:29][C:28]=1[Cl:46])[CH2:7][C:8]1[CH:13]=[CH:12][C:11]([C:14]2[C:15](=[O:24])[N:16]([CH3:23])[C:17](=[O:22])[N:18]([CH3:21])[C:19]=2[CH3:20])=[CH:10][CH:9]=1)[CH2:2][CH3:3].[C:49]([OH:55])([C:51]([F:54])([F:53])[F:52])=[O:50], predict the reaction product. (2) Given the reactants [CH3:1][C:2]12[O:9][CH2:8][C:5]([CH2:10][OH:11])([CH2:6][O:7]1)[CH2:4][O:3]2.CS(C)=O.[OH-].[K+].[CH2:18](Br)[C:19]#[CH:20], predict the reaction product. The product is: [CH3:1][C:2]12[O:3][CH2:4][C:5]([CH2:10][O:11][CH2:20][C:19]#[CH:18])([CH2:6][O:7]1)[CH2:8][O:9]2. (3) Given the reactants [CH3:1][O:2][C:3]1[CH:17]=[CH:16][CH:15]=[CH:14][C:4]=1[CH2:5][NH:6][C:7](=[O:13])[O:8][C:9]([CH3:12])([CH3:11])[CH3:10].[Br:18]N1C(=O)CCC1=O, predict the reaction product. The product is: [Br:18][C:15]1[CH:16]=[CH:17][C:3]([O:2][CH3:1])=[C:4]([CH:14]=1)[CH2:5][NH:6][C:7](=[O:13])[O:8][C:9]([CH3:12])([CH3:10])[CH3:11]. (4) Given the reactants [OH:1][C@@:2]([C@@H:22]1[CH2:27][CH2:26][CH2:25][N:24](C(OC(C)(C)C)=O)[CH2:23]1)([C:9]1[CH:14]=[CH:13][CH:12]=[CH:11][C:10]=1[O:15][C:16]1[CH:21]=[CH:20][CH:19]=[CH:18][CH:17]=1)[CH2:3][CH2:4][CH2:5][CH2:6][O:7][CH3:8].Cl.[OH-].[Na+], predict the reaction product. The product is: [CH3:8][O:7][CH2:6][CH2:5][CH2:4][CH2:3][C:2]([C:9]1[CH:14]=[CH:13][CH:12]=[CH:11][C:10]=1[O:15][C:16]1[CH:21]=[CH:20][CH:19]=[CH:18][CH:17]=1)([C@@H:22]1[CH2:27][CH2:26][CH2:25][NH:24][CH2:23]1)[OH:1]. (5) Given the reactants [H-].[Na+].[OH:3][C:4]([C:10]1[CH:15]=[CH:14][C:13]([I:16])=[CH:12][CH:11]=1)=[C:5]([C:8]#[N:9])[C:6]#[N:7].S(OC)(O[CH3:21])(=O)=O, predict the reaction product. The product is: [I:16][C:13]1[CH:12]=[CH:11][C:10]([C:4]([O:3][CH3:21])=[C:5]([C:6]#[N:7])[C:8]#[N:9])=[CH:15][CH:14]=1. (6) The product is: [Br:1][C:2]1[CH:3]=[C:4]2[C:14](=[CH:15][CH:16]=1)[O:13][C:7]1([CH2:12][CH2:11][CH2:10][O:9][CH2:8]1)[CH2:6]/[C:5]/2=[N:24]\[C:23]#[N:22]. Given the reactants [Br:1][C:2]1[CH:3]=[C:4]2[C:14](=[CH:15][CH:16]=1)[O:13][C:7]1([CH2:12][CH2:11][CH2:10][O:9][CH2:8]1)[CH2:6][C:5]2=O.C[Si]([N:22]=[C:23]=[N:24][Si](C)(C)C)(C)C, predict the reaction product. (7) Given the reactants [CH2:1]([S:8]([NH:11][NH:12][C:13]1[C:14](=[O:24])[N:15]([CH2:20][CH2:21][CH2:22]O)[C:16]([CH3:19])=[CH:17][N:18]=1)(=[O:10])=[O:9])[C:2]1[CH:7]=[CH:6][CH:5]=[CH:4][CH:3]=1.C(Br)(Br)(Br)[Br:26].C1(P(C2C=CC=CC=2)C2C=CC=CC=2)C=CC=CC=1, predict the reaction product. The product is: [CH2:1]([S:8]([NH:11][NH:12][C:13]1[C:14](=[O:24])[N:15]([CH2:20][CH2:21][CH2:22][Br:26])[C:16]([CH3:19])=[CH:17][N:18]=1)(=[O:10])=[O:9])[C:2]1[CH:7]=[CH:6][CH:5]=[CH:4][CH:3]=1.